From a dataset of Forward reaction prediction with 1.9M reactions from USPTO patents (1976-2016). Predict the product of the given reaction. (1) Given the reactants [Br:1][C:2]1[CH:3]=[C:4]([NH:13][C:14]([NH2:16])=[S:15])[CH:5]=[C:6]([N:8]2[CH:12]=[CH:11][CH:10]=[N:9]2)[CH:7]=1.BrBr.N, predict the reaction product. The product is: [Br:1][C:2]1[C:3]2[S:15][C:14]([NH2:16])=[N:13][C:4]=2[CH:5]=[C:6]([N:8]2[CH:12]=[CH:11][CH:10]=[N:9]2)[CH:7]=1. (2) Given the reactants [F:1][C:2]1[CH:3]=[CH:4][C:5](B2OC(C)(C)C(C)(C)O2)=[C:6]2[C:10]=1[C@H:9]([O:11][C:12]1[CH:25]=[CH:24][C:15]3[C@H:16]([CH2:19][C:20]([O:22][CH3:23])=[O:21])[CH2:17][O:18][C:14]=3[CH:13]=1)[CH2:8][CH2:7]2.Br[C:36]1[C:37]([CH3:44])=[C:38]([CH:41]=[CH:42][CH:43]=1)[C:39]#[N:40].[O-]P([O-])([O-])=O.[K+].[K+].[K+].C1(P(C2CCCCC2)C2C=CC=CC=2C2C(OC)=CC=CC=2OC)CCCCC1, predict the reaction product. The product is: [C:39]([C:38]1[C:37]([CH3:44])=[C:36]([C:5]2[CH:4]=[CH:3][C:2]([F:1])=[C:10]3[C:6]=2[CH2:7][CH2:8][C@H:9]3[O:11][C:12]2[CH:25]=[CH:24][C:15]3[C@H:16]([CH2:19][C:20]([O:22][CH3:23])=[O:21])[CH2:17][O:18][C:14]=3[CH:13]=2)[CH:43]=[CH:42][CH:41]=1)#[N:40]. (3) Given the reactants C([O:3][C:4]([C@H:6]1[CH2:10][CH2:9][CH2:8][N:7]1[C:11](=[O:35])[C:12]([CH3:34])([C:14]1[CH:19]=[CH:18][CH:17]=[C:16]([O:20][CH2:21][C:22]2[N:23]=[C:24]([C:28]3[CH:33]=[CH:32][CH:31]=[CH:30][CH:29]=3)[O:25][C:26]=2[CH3:27])[CH:15]=1)[CH3:13])=[O:5])C.[OH-].[Na+], predict the reaction product. The product is: [CH3:34][C:12]([C:14]1[CH:19]=[CH:18][CH:17]=[C:16]([O:20][CH2:21][C:22]2[N:23]=[C:24]([C:28]3[CH:33]=[CH:32][CH:31]=[CH:30][CH:29]=3)[O:25][C:26]=2[CH3:27])[CH:15]=1)([CH3:13])[C:11]([N:7]1[CH2:8][CH2:9][CH2:10][C@@H:6]1[C:4]([OH:5])=[O:3])=[O:35]. (4) Given the reactants [N:1]([CH2:4][CH2:5][N:6]1[CH2:10][CH2:9][O:8][C:7]1=[O:11])=[N+:2]=[N-:3].O=C1O[C@H]([C@H](CO)O)C([O-])=C1O.[Na+].[CH2:25]([O:27][CH:28]([O:31][CH2:32][CH3:33])[C:29]#[CH:30])[CH3:26].C(O)(C)(C)C, predict the reaction product. The product is: [CH2:25]([O:27][CH:28]([O:31][CH2:32][CH3:33])[C:29]1[N:3]=[N:2][N:1]([CH2:4][CH2:5][N:6]2[CH2:10][CH2:9][O:8][C:7]2=[O:11])[CH:30]=1)[CH3:26]. (5) Given the reactants [CH2:1]([N:5]([C:20]1[CH:25]=[CH:24][CH:23]=[CH:22][CH:21]=1)[C:6](=[O:19])[NH:7][CH2:8][C:9]1[CH:18]=[CH:17][C:12]([C:13]([O:15][CH3:16])=[O:14])=[CH:11][CH:10]=1)[CH2:2]CC.C(NC1C=CC=CC=1)C, predict the reaction product. The product is: [CH2:1]([N:5]([C:20]1[CH:21]=[CH:22][CH:23]=[CH:24][CH:25]=1)[C:6](=[O:19])[NH:7][CH2:8][C:9]1[CH:18]=[CH:17][C:12]([C:13]([O:15][CH3:16])=[O:14])=[CH:11][CH:10]=1)[CH3:2]. (6) Given the reactants [CH3:1][O:2][C:3]([C@@H:5]1[CH2:33][C@@H:32]2[CH2:34][N:6]1[C:7](=[O:41])[C@H:8]([C:37]([CH3:40])([CH3:39])[CH3:38])[NH:9][C:10](=[O:36])[O:11][C@@H:12]1[CH2:35][C@H:13]1[CH2:14][CH2:15][CH2:16][CH2:17][CH2:18][C:19]1[C:20]([O:31]2)=[N:21][C:22]2[CH:23]=[CH:24][CH:25]=[CH:26][C:27]=2[C:28]=1[CH:29]=O)=[O:4].[NH:42]1[CH2:47][CH2:46][O:45][CH2:44][CH2:43]1.C(O)(=O)C.C(O[BH-](OC(=O)C)OC(=O)C)(=O)C.[Na+], predict the reaction product. The product is: [CH3:1][O:2][C:3]([C@@H:5]1[CH2:33][C@@H:32]2[CH2:34][N:6]1[C:7](=[O:41])[C@H:8]([C:37]([CH3:39])([CH3:38])[CH3:40])[NH:9][C:10](=[O:36])[O:11][C@@H:12]1[CH2:35][C@H:13]1[CH2:14][CH2:15][CH2:16][CH2:17][CH2:18][C:19]1[C:20]([O:31]2)=[N:21][C:22]2[CH:23]=[CH:24][CH:25]=[CH:26][C:27]=2[C:28]=1[CH2:29][N:42]1[CH2:47][CH2:46][O:45][CH2:44][CH2:43]1)=[O:4]. (7) Given the reactants [C:1]1([B:7]([CH:9]([O:16][CH:17]([B:24]([C:26]2[CH:31]=[CH:30][CH:29]=[CH:28][CH:27]=2)[OH:25])[C:18]2[CH:23]=[CH:22][CH:21]=[CH:20][CH:19]=2)[C:10]2[CH:15]=[CH:14][CH:13]=[CH:12][CH:11]=2)[OH:8])[CH:6]=[CH:5][CH:4]=[CH:3][CH:2]=1.[NH2:32][CH:33]([CH2:36][C:37]1[CH:42]=[CH:41][CH:40]=[CH:39][CH:38]=1)[CH2:34]O, predict the reaction product. The product is: [C:1]1([B:7]([CH:9]([O:16][CH:17]([B:24]([C:26]2[CH:27]=[CH:28][CH:29]=[CH:30][CH:31]=2)[O:25][CH2:34][CH:33]([CH2:36][C:37]2[CH:42]=[CH:41][CH:40]=[CH:39][CH:38]=2)[NH2:32])[C:18]2[CH:19]=[CH:20][CH:21]=[CH:22][CH:23]=2)[C:10]2[CH:15]=[CH:14][CH:13]=[CH:12][CH:11]=2)[O:8][CH2:34][CH:33]([CH2:36][C:37]2[CH:42]=[CH:41][CH:40]=[CH:39][CH:38]=2)[NH2:32])[CH:2]=[CH:3][CH:4]=[CH:5][CH:6]=1.